Dataset: Forward reaction prediction with 1.9M reactions from USPTO patents (1976-2016). Task: Predict the product of the given reaction. (1) Given the reactants [H-].[H-].[H-].[H-].[Li+].[Al+3].[F:7][C:8]1[CH:31]=[CH:30][C:11]([C:12]([N:14]2[CH2:29][CH2:28][N:17]3[C:18]4[N:27]=[CH:26][CH:25]=[CH:24][C:19]=4[NH:20][C:21](=O)[CH2:22][CH:16]3[CH2:15]2)=O)=[CH:10][CH:9]=1, predict the reaction product. The product is: [F:7][C:8]1[CH:31]=[CH:30][C:11]([CH2:12][N:14]2[CH2:29][CH2:28][N:17]3[C:18]4[N:27]=[CH:26][CH:25]=[CH:24][C:19]=4[NH:20][CH2:21][CH2:22][CH:16]3[CH2:15]2)=[CH:10][CH:9]=1. (2) Given the reactants [N:1]1([NH:10][C:11]([N:13]2[CH:17]=[CH:16]N=C2)=[O:12])[C:9]2[C:4](=[CH:5][CH:6]=[CH:7][CH:8]=2)[CH:3]=[CH:2]1.C(N(CC)CC)C.N[CH2:26][C:27]1[CH:28]=[N:29][CH:30]=CC=1, predict the reaction product. The product is: [N:1]1([NH:10][C:11]([NH:13][CH2:17][C:16]2[CH:30]=[N:29][CH:28]=[CH:27][CH:26]=2)=[O:12])[C:9]2[C:4](=[CH:5][CH:6]=[CH:7][CH:8]=2)[CH:3]=[CH:2]1. (3) Given the reactants [F:1][C:2]1[CH:7]=[CH:6][C:5]([N:8]([CH:12]2[CH2:17][CH2:16][N:15]([CH:18]3[CH2:23][CH2:22][C:21](=O)[CH2:20][CH2:19]3)[CH2:14][CH2:13]2)[C:9](=[O:11])[CH3:10])=[CH:4][CH:3]=1.[CH2:25]([O:27][NH2:28])[CH3:26].C([O-])(O)=O.[Na+], predict the reaction product. The product is: [CH2:25]([O:27][N:28]=[C:21]1[CH2:22][CH2:23][CH:18]([N:15]2[CH2:14][CH2:13][CH:12]([N:8]([C:5]3[CH:6]=[CH:7][C:2]([F:1])=[CH:3][CH:4]=3)[C:9](=[O:11])[CH3:10])[CH2:17][CH2:16]2)[CH2:19][CH2:20]1)[CH3:26]. (4) Given the reactants [Br:1][C:2]1[CH:3]=[C:4]([CH:12]=[C:13]([CH2:15][OH:16])[CH:14]=1)[C:5]([O:7][C:8]([CH3:11])([CH3:10])[CH3:9])=[O:6].CC(OI1(OC(C)=O)(OC(C)=O)OC(=O)C2C=CC=CC1=2)=O.C([O-])(O)=O.[Na+].[O-]S([O-])=O.[Na+].[Na+], predict the reaction product. The product is: [Br:1][C:2]1[CH:3]=[C:4]([CH:12]=[C:13]([CH:15]=[O:16])[CH:14]=1)[C:5]([O:7][C:8]([CH3:11])([CH3:10])[CH3:9])=[O:6]. (5) Given the reactants [CH2:1]([O:3][C:4]([CH:6]1[CH2:11][CH2:10][N:9]([C:12](=[O:37])[CH:13]=[CH:14][C:15]2[CH:20]=[CH:19][C:18]([S:21][C:22]3[CH:27]=[CH:26][CH:25]=[C:24]([NH2:28])[CH:23]=3)=[C:17]([C:29]([F:32])([F:31])[F:30])[C:16]=2[C:33]([F:36])([F:35])[F:34])[CH2:8][CH2:7]1)=[O:5])[CH3:2].[CH3:38][N:39]1[CH2:44][CH2:43][C:42](=O)[CH2:41][CH2:40]1.CC(O)=O.C(O[BH-](OC(=O)C)OC(=O)C)(=O)C.[Na+], predict the reaction product. The product is: [CH2:1]([O:3][C:4]([CH:6]1[CH2:7][CH2:8][N:9]([C:12](=[O:37])[CH:13]=[CH:14][C:15]2[CH:20]=[CH:19][C:18]([S:21][C:22]3[CH:27]=[CH:26][CH:25]=[C:24]([NH:28][CH:42]4[CH2:43][CH2:44][N:39]([CH3:38])[CH2:40][CH2:41]4)[CH:23]=3)=[C:17]([C:29]([F:32])([F:30])[F:31])[C:16]=2[C:33]([F:34])([F:36])[F:35])[CH2:10][CH2:11]1)=[O:5])[CH3:2]. (6) Given the reactants CN(C)C=O.[H-].[Na+].[CH3:8][C:9]1[C:17]([CH3:18])=[CH:16][CH:15]=[C:14]2[C:10]=1[CH:11]=[C:12]([C:19]([O:21][CH2:22][CH3:23])=[O:20])[NH:13]2.Br[CH2:25][CH2:26][CH2:27][C:28]#[N:29], predict the reaction product. The product is: [CH3:8][C:9]1[C:17]([CH3:18])=[CH:16][CH:15]=[C:14]2[C:10]=1[CH:11]=[C:12]([C:19]([O:21][CH2:22][CH3:23])=[O:20])[N:13]2[CH2:25][CH2:26][CH2:27][C:28]#[N:29]. (7) Given the reactants [Cl:1][C:2]1[CH:3]=[C:4]([C:16](O)=[O:17])[CH:5]=[C:6]2[C:11]=1[S:10](=[O:13])(=[O:12])[CH2:9][CH2:8][C:7]2([CH3:15])[CH3:14].B.C1COCC1.CO.CC(OI1(OC(C)=O)(OC(C)=O)OC(=O)C2C=CC=CC1=2)=O, predict the reaction product. The product is: [Cl:1][C:2]1[CH:3]=[C:4]([CH:16]=[O:17])[CH:5]=[C:6]2[C:11]=1[S:10](=[O:12])(=[O:13])[CH2:9][CH2:8][C:7]2([CH3:14])[CH3:15]. (8) Given the reactants [C:1]([C:5]1[CH:6]=[C:7]([CH:12]=[C:13]([OH:15])[CH:14]=1)[C:8]([O:10][CH3:11])=[O:9])([CH3:4])([CH3:3])[CH3:2].[C:16]([O:19][CH2:20][C:21]([CH3:25])([CH3:24])[CH2:22]Br)(=[O:18])[CH3:17], predict the reaction product. The product is: [C:16]([O:19][CH2:20][C:21]([CH3:25])([CH3:24])[CH2:22][O:15][C:13]1[CH:12]=[C:7]([CH:6]=[C:5]([C:1]([CH3:4])([CH3:2])[CH3:3])[CH:14]=1)[C:8]([O:10][CH3:11])=[O:9])(=[O:18])[CH3:17]. (9) Given the reactants [C:1](O)(=O)[CH:2]([NH:7][C:8]([NH2:10])=O)[NH:3][C:4]([NH2:6])=[O:5].[CH:13]1([NH:20][C:21]([NH2:23])=[O:22])[NH:19][C:17](=O)[NH:16][C:14]1=[O:15], predict the reaction product. The product is: [NH:6]1[C:14](=[O:15])[C:1]2[NH:10][CH:8]=[N:7][C:2]=2[N:3]=[CH:4]1.[NH:23]1[C:4](=[O:5])[C:14]2[NH:16][CH:17]=[N:19][C:13]=2[NH:20][C:21]1=[O:22]. (10) Given the reactants [CH2:1]([NH:8][C:9]([C:11]1[S:15][C:14]([NH:16][C:17]2[N:22]=[CH:21][CH:20]=[CH:19][N:18]=2)=[N:13][C:12]=1[C:23]1[CH:28]=[CH:27][CH:26]=[CH:25][N:24]=1)=[O:10])[C:2]1[CH:7]=[CH:6][CH:5]=[CH:4][CH:3]=1.[ClH:29], predict the reaction product. The product is: [ClH:29].[CH2:1]([NH:8][C:9]([C:11]1[S:15][C:14]([NH:16][C:17]2[N:22]=[CH:21][CH:20]=[CH:19][N:18]=2)=[N:13][C:12]=1[C:23]1[CH:28]=[CH:27][CH:26]=[CH:25][N:24]=1)=[O:10])[C:2]1[CH:3]=[CH:4][CH:5]=[CH:6][CH:7]=1.